From a dataset of Catalyst prediction with 721,799 reactions and 888 catalyst types from USPTO. Predict which catalyst facilitates the given reaction. (1) The catalyst class is: 517. Reactant: C(OC([N:8]1[CH2:12][CH2:11][C@H:10]([C@@H:13]([OH:19])[CH2:14][S:15][CH:16]([CH3:18])[CH3:17])[CH2:9]1)=O)(C)(C)C.[H-].[Na+].[Cl:22][C:23]1[CH:28]=[CH:27][CH:26]=[C:25](F)[C:24]=1[C:30]([F:33])([F:32])[F:31].CCO. Product: [Cl:22][C:23]1[C:24]([C:30]([F:31])([F:32])[F:33])=[C:25]([CH:26]=[CH:27][CH:28]=1)[O:19][C@H:13]([C@H:10]1[CH2:11][CH2:12][NH:8][CH2:9]1)[CH2:14][S:15][CH:16]([CH3:17])[CH3:18]. (2) Reactant: [CH2:1]([C@H:8]1[O:12][C:11]([CH3:14])([CH3:13])[O:10][C@@H:9]1[CH2:15][C:16]1[CH:23]=[CH:22][C:19]([CH:20]=[O:21])=[CH:18][CH:17]=1)[CH2:2][CH2:3][CH2:4][CH2:5][CH2:6][CH3:7].[CH:24]([Mg]Br)=[CH2:25].[NH4+].[Cl-]. Product: [CH2:1]([C@H:8]1[O:12][C:11]([CH3:13])([CH3:14])[O:10][C@@H:9]1[CH2:15][C:16]1[CH:23]=[CH:22][C:19]([CH:20]([OH:21])[CH:24]=[CH2:25])=[CH:18][CH:17]=1)[CH2:2][CH2:3][CH2:4][CH2:5][CH2:6][CH3:7]. The catalyst class is: 1.